Dataset: NCI-60 drug combinations with 297,098 pairs across 59 cell lines. Task: Regression. Given two drug SMILES strings and cell line genomic features, predict the synergy score measuring deviation from expected non-interaction effect. Drug 1: CCN(CC)CCNC(=O)C1=C(NC(=C1C)C=C2C3=C(C=CC(=C3)F)NC2=O)C. Drug 2: CC1C(C(CC(O1)OC2CC(CC3=C2C(=C4C(=C3O)C(=O)C5=CC=CC=C5C4=O)O)(C(=O)C)O)N)O. Cell line: SF-539. Synergy scores: CSS=51.9, Synergy_ZIP=3.52, Synergy_Bliss=3.39, Synergy_Loewe=2.39, Synergy_HSA=6.65.